From a dataset of Reaction yield outcomes from USPTO patents with 853,638 reactions. Predict the reaction yield, written as a fraction of the theoretical maximum amount of product (1.0 means a 100% yield; for example, 0.34 means a 34% yield). The reactants are Cl[C:2]1[CH:7]=[CH:6][C:5]([C:8]2[CH:32]=[CH:31][C:11]3[NH:12][C:13]([C@@H:15]4[CH2:19][CH2:18][CH2:17][N:16]4[C:20](=[O:30])[C@@H:21]([NH:25][C:26](=[O:29])[O:27][CH3:28])[CH:22]([CH3:24])[CH3:23])=[N:14][C:10]=3[CH:9]=2)=[CH:4][CH:3]=1.[CH3:33][C:34]1([CH3:50])[C:38]([CH3:40])([CH3:39])[O:37][B:36]([B:36]2[O:37][C:38]([CH3:40])([CH3:39])[C:34]([CH3:50])([CH3:33])[O:35]2)[O:35]1.C([O-])(=O)C.[K+].C1(P(C2CCCCC2)C2CCCCC2)CCCCC1. The catalyst is C1C=CC(/C=C/C(/C=C/C2C=CC=CC=2)=O)=CC=1.C1C=CC(/C=C/C(/C=C/C2C=CC=CC=2)=O)=CC=1.C1C=CC(/C=C/C(/C=C/C2C=CC=CC=2)=O)=CC=1.[Pd].[Pd].O1CCOCC1. The product is [CH3:24][CH:22]([CH3:23])[C@H:21]([NH:25][C:26](=[O:29])[O:27][CH3:28])[C:20](=[O:30])[N:16]1[CH2:17][CH2:18][CH2:19][C@H:15]1[C:13]1[NH:14][C:10]2[CH:9]=[C:8]([C:5]3[CH:6]=[CH:7][C:2]([B:36]4[O:37][C:38]([CH3:40])([CH3:39])[C:34]([CH3:50])([CH3:33])[O:35]4)=[CH:3][CH:4]=3)[CH:32]=[CH:31][C:11]=2[N:12]=1. The yield is 0.937.